Dataset: Reaction yield outcomes from USPTO patents with 853,638 reactions. Task: Predict the reaction yield, written as a fraction of the theoretical maximum amount of product (1.0 means a 100% yield; for example, 0.34 means a 34% yield). (1) The reactants are [Br:1][C:2]1[CH:3]=[C:4]2[N:10]=[CH:9][N:8]([CH2:11][C:12]3[CH:22]=[CH:21][C:15]4[N:16]=[C:17]([S:19][CH3:20])[O:18][C:14]=4[CH:13]=3)[C:5]2=[N:6][CH:7]=1.ClC1C=CC=C(C(OO)=[O:31])C=1.C([O-])(O)=O.[Na+]. The catalyst is C(Cl)Cl. The product is [Br:1][C:2]1[CH:3]=[C:4]2[N:10]=[CH:9][N:8]([CH2:11][C:12]3[CH:22]=[CH:21][C:15]4[N:16]=[C:17]([S:19]([CH3:20])=[O:31])[O:18][C:14]=4[CH:13]=3)[C:5]2=[N:6][CH:7]=1. The yield is 1.00. (2) The reactants are [CH3:1][CH:2]([CH3:20])[CH2:3][CH2:4][NH:5][C:6]([C:8]1[N:9]=[N:10][C:11]([N:14]2[CH2:18][CH2:17][CH:16]([NH2:19])[CH2:15]2)=[CH:12][CH:13]=1)=[O:7].C1(CCNC(C2N=NC(N3CC4C(C4N)C3)=CC=2)=O)CC1.[F:42][C:43]([F:54])([F:53])[C:44]1[CH:52]=[CH:51][CH:50]=[CH:49][C:45]=1[C:46](Cl)=[O:47]. No catalyst specified. The product is [CH3:1][CH:2]([CH3:20])[CH2:3][CH2:4][NH:5][C:6]([C:8]1[N:9]=[N:10][C:11]([N:14]2[CH2:18][CH2:17][CH:16]([NH:19][C:46](=[O:47])[C:45]3[CH:49]=[CH:50][CH:51]=[CH:52][C:44]=3[C:43]([F:42])([F:53])[F:54])[CH2:15]2)=[CH:12][CH:13]=1)=[O:7]. The yield is 0.990. (3) The reactants are [NH:1]1[C:5]2=[CH:6][N:7]=[CH:8][CH:9]=[C:4]2[CH:3]=[C:2]1[C:10]([O:12][CH3:13])=[O:11].[CH3:14]C(C)([O-])C.[K+].[F:20][C:21]1[CH:28]=[C:27]([I:29])[CH:26]=[CH:25][C:22]=1[CH2:23]Br. The catalyst is CN(C=O)C. The product is [F:20][C:21]1[CH:28]=[C:27]([I:29])[CH:26]=[CH:25][C:22]=1[CH2:23][N:1]1[C:5]2=[CH:6][N:7]=[CH:8][CH:9]=[C:4]2[CH:3]=[C:2]1[C:10]([O:12][CH2:13][CH3:14])=[O:11]. The yield is 0.460.